Dataset: Peptide-MHC class I binding affinity with 185,985 pairs from IEDB/IMGT. Task: Regression. Given a peptide amino acid sequence and an MHC pseudo amino acid sequence, predict their binding affinity value. This is MHC class I binding data. The peptide sequence is NCLTLLLSV. The MHC is HLA-A02:02 with pseudo-sequence HLA-A02:02. The binding affinity (normalized) is 0.355.